Dataset: Forward reaction prediction with 1.9M reactions from USPTO patents (1976-2016). Task: Predict the product of the given reaction. (1) Given the reactants [NH2:1][C:2]1[CH:20]=[CH:19][C:5]([O:6][C:7]2[CH:17]=[C:16]([F:18])[CH:15]=[CH:14][C:8]=2[C:9]([O:11][CH2:12][CH3:13])=[O:10])=[C:4]([Cl:21])[CH:3]=1.[B-](F)(F)(F)F.C1C=CN=CC=1.C1C=CN=CC=1.[IH2+:39], predict the reaction product. The product is: [NH2:1][C:2]1[C:20]([I:39])=[CH:19][C:5]([O:6][C:7]2[CH:17]=[C:16]([F:18])[CH:15]=[CH:14][C:8]=2[C:9]([O:11][CH2:12][CH3:13])=[O:10])=[C:4]([Cl:21])[CH:3]=1. (2) Given the reactants [F:1][C:2]([F:15])([F:14])[C:3]1[CH:8]=[C:7]([C:9]([F:12])([F:11])[F:10])[CH:6]=[CH:5][C:4]=1Br.[CH2:16]([OH:19])[C:17]#[CH:18].C(N(CC)CC)C, predict the reaction product. The product is: [F:1][C:2]([F:15])([F:14])[C:3]1[CH:8]=[C:7]([C:9]([F:12])([F:11])[F:10])[CH:6]=[CH:5][C:4]=1[C:18]#[C:17][CH2:16][OH:19]. (3) The product is: [C:1]([O:5][C:6]([N:8]1[CH2:13][CH2:12][N:11]([C:37]2[N:36]=[C:35]([C:32]3[CH:33]=[CH:34][C:29]([C:28](=[O:42])[NH:27][CH2:26][CH2:25][C:22]4[CH:23]=[C:24]5[C:19](=[CH:20][CH:21]=4)[NH:18][CH:17]=[C:16]5[C:14]#[N:15])=[CH:30][CH:31]=3)[CH:40]=[CH:39][N:38]=2)[CH2:10][CH2:9]1)=[O:7])([CH3:4])([CH3:2])[CH3:3]. Given the reactants [C:1]([O:5][C:6]([N:8]1[CH2:13][CH2:12][NH:11][CH2:10][CH2:9]1)=[O:7])([CH3:4])([CH3:3])[CH3:2].[C:14]([C:16]1[C:24]2[C:19](=[CH:20][CH:21]=[C:22]([CH2:25][CH2:26][NH:27][C:28](=[O:42])[C:29]3[CH:34]=[CH:33][C:32]([C:35]4[CH:40]=[CH:39][N:38]=[C:37](Cl)[N:36]=4)=[CH:31][CH:30]=3)[CH:23]=2)[NH:18][CH:17]=1)#[N:15], predict the reaction product. (4) Given the reactants [N:1]([CH2:4][C:5]1[C:6]([CH3:15])=[N:7][C:8]([C:11]([F:14])([F:13])[F:12])=[CH:9][CH:10]=1)=[N+]=[N-].C1(P(C2C=CC=CC=2)C2C=CC=CC=2)C=CC=CC=1.Cl, predict the reaction product. The product is: [CH3:15][C:6]1[C:5]([CH2:4][NH2:1])=[CH:10][CH:9]=[C:8]([C:11]([F:13])([F:12])[F:14])[N:7]=1. (5) Given the reactants [CH:1]1([NH:7][C:8]([C:10]2[N:11]([C:16]3[CH:21]=[CH:20][C:19]([OH:22])=[CH:18][CH:17]=3)[N:12]=[C:13]([CH3:15])[CH:14]=2)=[O:9])[CH2:6][CH2:5][CH2:4][CH2:3][CH2:2]1.C1(P(C2C=CC=CC=2)C2C=CC=CC=2)C=CC=CC=1.[C:42]([O:46][C:47]([N:49]1[CH2:54][CH2:53][CH:52](O)[CH2:51][CH2:50]1)=[O:48])([CH3:45])([CH3:44])[CH3:43].CC(OC(/N=N/C(OC(C)C)=O)=O)C, predict the reaction product. The product is: [C:42]([O:46][C:47]([N:49]1[CH2:54][CH2:53][CH:52]([O:22][C:19]2[CH:20]=[CH:21][C:16]([N:11]3[C:10]([C:8](=[O:9])[NH:7][CH:1]4[CH2:2][CH2:3][CH2:4][CH2:5][CH2:6]4)=[CH:14][C:13]([CH3:15])=[N:12]3)=[CH:17][CH:18]=2)[CH2:51][CH2:50]1)=[O:48])([CH3:45])([CH3:43])[CH3:44]. (6) Given the reactants [Cl:1][C:2]1[CH:34]=[CH:33][C:5]([CH2:6][CH2:7][NH:8][C:9]([C:11]2[CH:29]=[CH:28][C:14]([O:15][C:16]3[CH:21]=[CH:20][C:19]([CH2:22][C:23]([O:25][CH3:26])=[O:24])=[CH:18][C:17]=3[Cl:27])=[C:13]([N+:30]([O-])=O)[CH:12]=2)=[O:10])=[CH:4][CH:3]=1.[NH4+].[Cl-].C(Cl)Cl.C(=O)([O-])[O-].[Na+].[Na+], predict the reaction product. The product is: [Cl:1][C:2]1[CH:3]=[CH:4][C:5]([CH2:6][CH2:7][NH:8][C:9]([C:11]2[CH:29]=[CH:28][C:14]([O:15][C:16]3[CH:21]=[CH:20][C:19]([CH2:22][C:23]([O:25][CH3:26])=[O:24])=[CH:18][C:17]=3[Cl:27])=[C:13]([NH2:30])[CH:12]=2)=[O:10])=[CH:33][CH:34]=1. (7) Given the reactants [NH2:1][C:2]1[C:3]([Cl:9])=[N:4][CH:5]=[C:6]([Br:8])[CH:7]=1.[CH3:10][S:11](Cl)(=[O:13])=[O:12], predict the reaction product. The product is: [Br:8][C:6]1[CH:7]=[C:2]([NH:1][S:11]([CH3:10])(=[O:13])=[O:12])[C:3]([Cl:9])=[N:4][CH:5]=1.